This data is from Reaction yield outcomes from USPTO patents with 853,638 reactions. The task is: Predict the reaction yield, written as a fraction of the theoretical maximum amount of product (1.0 means a 100% yield; for example, 0.34 means a 34% yield). (1) The reactants are [Si:1]([O:18][CH2:19][CH2:20][CH2:21][CH2:22][CH2:23][CH2:24][CH2:25][C:26]#[C:27][CH2:28][CH2:29][CH2:30][CH2:31][O:32]C1CCCCO1)([C:14]([CH3:17])([CH3:16])[CH3:15])([C:8]1[CH:13]=[CH:12][CH:11]=[CH:10][CH:9]=1)[C:2]1[CH:7]=[CH:6][CH:5]=[CH:4][CH:3]=1.CC1C=CC(S([O-])(=O)=O)=CC=1.C1C=C[NH+]=CC=1. No catalyst specified. The product is [Si:1]([O:18][CH2:19][CH2:20][CH2:21][CH2:22][CH2:23][CH2:24][CH2:25][C:26]#[C:27][CH2:28][CH2:29][CH2:30][CH2:31][OH:32])([C:14]([CH3:16])([CH3:17])[CH3:15])([C:8]1[CH:9]=[CH:10][CH:11]=[CH:12][CH:13]=1)[C:2]1[CH:3]=[CH:4][CH:5]=[CH:6][CH:7]=1. The yield is 0.910. (2) The reactants are [C:1]([C:3]1[CH:8]=[CH:7][C:6]([CH:9]2[CH2:14][CH2:13][N:12]([C:15]([C:17]3[CH:18]=[CH:19][C:20]([CH3:31])=[C:21]([NH:23][S:24]([CH2:27][CH:28]4[CH2:30][O:29]4)(=[O:26])=[O:25])[CH:22]=3)=[O:16])[CH2:11][CH2:10]2)=[CH:5][CH:4]=1)#[N:2].[CH3:32][NH:33][CH3:34]. The catalyst is C1COCC1.CCOC(C)=O.O.CC(C)[O-].[Ti+4].CC(C)[O-].CC(C)[O-].CC(C)[O-]. The product is [C:1]([C:3]1[CH:8]=[CH:7][C:6]([CH:9]2[CH2:10][CH2:11][N:12]([C:15]([C:17]3[CH:18]=[CH:19][C:20]([CH3:31])=[C:21]([NH:23][S:24]([CH2:27][CH:28]([OH:29])[CH2:30][N:33]([CH3:34])[CH3:32])(=[O:25])=[O:26])[CH:22]=3)=[O:16])[CH2:13][CH2:14]2)=[CH:5][CH:4]=1)#[N:2]. The yield is 0.238. (3) The yield is 0.864. The reactants are [C:1]([O:5][C:6]([N:8]1[CH2:14][C:13]2[CH:15]=[C:16]([Cl:19])[CH:17]=[CH:18][C:12]=2[NH:11][C:10](=O)[CH2:9]1)=[O:7])([CH3:4])([CH3:3])[CH3:2].COC1C=CC(P2(=S)SP(=S)(C3C=CC(OC)=CC=3)[S:30]2)=CC=1. The product is [C:1]([O:5][C:6]([N:8]1[CH2:14][C:13]2[CH:15]=[C:16]([Cl:19])[CH:17]=[CH:18][C:12]=2[NH:11][C:10](=[S:30])[CH2:9]1)=[O:7])([CH3:4])([CH3:3])[CH3:2]. The catalyst is O1CCCC1. (4) The reactants are [Cl:1][C:2]1[CH:3]=[C:4]([C@H:9]([NH:13][C:14](=[O:20])[O:15][C:16]([CH3:19])([CH3:18])[CH3:17])[CH2:10][CH2:11]I)[CH:5]=[CH:6][C:7]=1[Cl:8].[CH3:21][S-:22].[Na+].O. The catalyst is CS(C)=O. The product is [Cl:1][C:2]1[CH:3]=[C:4]([C@H:9]([NH:13][C:14](=[O:20])[O:15][C:16]([CH3:19])([CH3:18])[CH3:17])[CH2:10][CH2:11][S:22][CH3:21])[CH:5]=[CH:6][C:7]=1[Cl:8]. The yield is 0.600. (5) The reactants are [F:1][C:2]1[CH:3]=[CH:4][C:5]([C:23]([F:26])([F:25])[F:24])=[C:6]([C@H:8]2[CH2:12][CH2:11][CH2:10][N:9]2[C:13]2[CH:18]=[CH:17][N:16]3[N:19]=[CH:20][C:21]([NH2:22])=[C:15]3[N:14]=2)[CH:7]=1.C1N=CN([C:32]([N:34]2[CH:38]=N[CH:36]=[CH:35]2)=[O:33])C=1.N1CC[C@H:41]([OH:44])C1. The catalyst is C(Cl)Cl. The product is [F:1][C:2]1[CH:3]=[CH:4][C:5]([C:23]([F:26])([F:24])[F:25])=[C:6]([C@H:8]2[CH2:12][CH2:11][CH2:10][N:9]2[C:13]2[CH:18]=[CH:17][N:16]3[N:19]=[CH:20][C:21]([NH:22][C:32]([N:34]4[CH2:35][CH2:36][C@H:41]([OH:44])[CH2:38]4)=[O:33])=[C:15]3[N:14]=2)[CH:7]=1. The yield is 0.860. (6) The reactants are [NH:1]([C:3](=[O:9])[C:4](OCC)=[O:5])[NH2:2].[CH3:10][NH:11][CH3:12]. No catalyst specified. The product is [NH:1]([C:3](=[O:9])[C:4]([N:11]([CH3:12])[CH3:10])=[O:5])[NH2:2]. The yield is 0.760.